From a dataset of Forward reaction prediction with 1.9M reactions from USPTO patents (1976-2016). Predict the product of the given reaction. (1) Given the reactants [NH2:1][C:2]1[CH:3]=[C:4]([CH2:8][OH:9])[CH:5]=[CH:6][CH:7]=1.Cl[CH2:11][CH2:12][N:13]([CH2:25][CH2:26]Cl)[CH2:14][C@@H:15]1[O:20][C:19]2[CH:21]=[CH:22][CH:23]=[CH:24][C:18]=2[O:17][CH2:16]1, predict the reaction product. The product is: [O:20]1[C@@H:15]([CH2:14][N:13]2[CH2:12][CH2:11][N:1]([C:2]3[CH:3]=[C:4]([CH2:8][OH:9])[CH:5]=[CH:6][CH:7]=3)[CH2:26][CH2:25]2)[CH2:16][O:17][C:18]2[CH:24]=[CH:23][CH:22]=[CH:21][C:19]1=2. (2) Given the reactants CC1(C)[O:6][C@H:5]([CH2:7][CH2:8][N:9]2[C:14](=[O:15])[CH:13]=[N:12][C:11]3[CH:16]=[CH:17][C:18]([O:20][CH3:21])=[N:19][C:10]2=3)[CH2:4][O:3]1.Cl, predict the reaction product. The product is: [OH:6][C@@H:5]([CH2:4][OH:3])[CH2:7][CH2:8][N:9]1[C:14](=[O:15])[CH:13]=[N:12][C:11]2[CH:16]=[CH:17][C:18]([O:20][CH3:21])=[N:19][C:10]1=2. (3) The product is: [Br:20][C:16]1[CH:15]=[C:14]([C:12]2([CH3:11])[NH:10][C:1](=[O:9])[C:2]3[CH:8]=[CH:7][CH:6]=[CH:5][C:3]=3[O:4]2)[CH:19]=[CH:18][CH:17]=1. Given the reactants [C:1]([NH2:10])(=[O:9])[C:2]1[C:3](=[CH:5][CH:6]=[CH:7][CH:8]=1)[OH:4].[CH3:11][C:12]([C:14]1[CH:19]=[CH:18][CH:17]=[C:16]([Br:20])[CH:15]=1)=O.O.C1(C)C=CC(S(O)(=O)=O)=CC=1, predict the reaction product. (4) The product is: [CH2:70]([O:69][C:46]1[CH:45]=[C:44]([CH:37]2[CH2:88][S:90][S:28][CH2:36]2)[CH:49]=[C:48]([O:50][CH2:51][CH2:52][CH2:53][CH2:54][CH2:55][CH2:56][CH2:57][CH2:58][CH2:59][CH2:60][CH2:61][CH2:62][CH2:63][CH2:64][CH2:65][CH2:66][CH2:67][CH3:68])[CH:47]=1)[CH2:71][CH2:72][CH2:73][CH2:74][CH2:75][CH2:76][CH2:77][CH2:78][CH2:79][CH2:80][CH2:81][CH2:82][CH2:83][CH2:84][CH2:85][CH2:86][CH3:87]. Given the reactants C(OC1C=CC(C2CS[S:28]C2)=CC=1)CCCCCCCCCCCCCCCCC.CS(O[CH2:36][CH:37]([C:44]1[CH:49]=[C:48]([O:50][CH2:51][CH2:52][CH2:53][CH2:54][CH2:55][CH2:56][CH2:57][CH2:58][CH2:59][CH2:60][CH2:61][CH2:62][CH2:63][CH2:64][CH2:65][CH2:66][CH2:67][CH3:68])[CH:47]=[C:46]([O:69][CH2:70][CH2:71][CH2:72][CH2:73][CH2:74][CH2:75][CH2:76][CH2:77][CH2:78][CH2:79][CH2:80][CH2:81][CH2:82][CH2:83][CH2:84][CH2:85][CH2:86][CH3:87])[CH:45]=1)COS(C)(=O)=O)(=O)=O.[C:88]([S-:90])#N.[K+].CCO, predict the reaction product. (5) Given the reactants [C:1]([O:4][C:5]1([CH2:8][CH:9]([O:12]C)[O:10]C)[CH2:7][CH2:6]1)(=[O:3])[CH3:2].OOS([O-])=O.[K+], predict the reaction product. The product is: [C:1]([O:4][C:5]1([CH2:8][C:9]([OH:12])=[O:10])[CH2:7][CH2:6]1)(=[O:3])[CH3:2].